Dataset: Full USPTO retrosynthesis dataset with 1.9M reactions from patents (1976-2016). Task: Predict the reactants needed to synthesize the given product. (1) Given the product [Br:1][CH2:2][C:3]1[N:4]=[C:5]2[CH:10]=[C:9]([Cl:11])[CH:8]=[CH:7][N:6]2[C:12]=1[I:27], predict the reactants needed to synthesize it. The reactants are: [Br:1][CH2:2][C:3]1[N:4]=[C:5]2[CH:10]=[C:9]([Cl:11])[CH:8]=[CH:7][N:6]2[CH:12]=1.C(O)(=O)C.ClCCl.C1C(=O)N([I:27])C(=O)C1. (2) Given the product [F:18][C:2]([F:1])([F:19])[C:3]1[CH:11]=[CH:10][C:9]2[N:8]3[CH2:12][CH2:13][O:14][CH2:15][C:7]3=[C:6]([NH:23][CH2:22][CH2:20][OH:21])[C:5]=2[CH:4]=1, predict the reactants needed to synthesize it. The reactants are: [F:1][C:2]([F:19])([F:18])[C:3]1[CH:11]=[CH:10][C:9]2[N:8]3[CH2:12][CH2:13][O:14][CH2:15][C:7]3=[C:6](C=O)[C:5]=2[CH:4]=1.[CH2:20]([CH2:22][NH2:23])[OH:21].FC(F)(F)S([O-])(=O)=O.[Yb+3].FC(F)(F)S([O-])(=O)=O.FC(F)(F)S([O-])(=O)=O.[BH4-].[Na+].